This data is from Forward reaction prediction with 1.9M reactions from USPTO patents (1976-2016). The task is: Predict the product of the given reaction. (1) The product is: [F:1][C:2]1[CH:7]=[C:6]([F:8])[CH:5]=[C:4]([OH:9])[C:3]=1[CH:17]=[O:18]. Given the reactants [F:1][C:2]1[CH:3]=[C:4]([OH:9])[CH:5]=[C:6]([F:8])[CH:7]=1.CCN(CC)CC.[CH2:17]=[O:18].Cl, predict the reaction product. (2) The product is: [Br:1][C:2]1[C:7]2[N:8]([C:17]3[CH:18]=[N:19][CH:20]=[C:21]([F:23])[CH:22]=3)[C:9]([CH:11]([NH2:13])[CH3:12])=[N:10][C:6]=2[CH:5]=[CH:4][CH:3]=1. Given the reactants [Br:1][C:2]1[C:7]2[N:8]([C:17]3[CH:18]=[N:19][CH:20]=[C:21]([F:23])[CH:22]=3)[C:9]([CH:11]([NH:13]C(=O)C)[CH3:12])=[N:10][C:6]=2[CH:5]=[CH:4][CH:3]=1.Cl, predict the reaction product. (3) Given the reactants [CH3:1][CH:2]([C:4]1[CH:9]=[CH:8][C:7]2[C:10]3([CH3:21])[CH:15]([CH2:16][CH2:17][C:6]=2[CH:5]=1)[C:14]([CH2:19][NH2:20])([CH3:18])[CH2:13][CH2:12][CH2:11]3)[CH3:3].C[CH:23]([C:25]1[CH2:38][CH2:37][C@H:36]2[C:27](=CC[C@@H]3[C@]2(C)CCC[C@]3(CN)C)[CH:26]=1)C.CC(C1CC[C@H]2C(=CC[C@@H]3[C@]2(C)CCC[C@]3(CO)C)C=1)C.C[C@]1(CO)C2[C@@](C)(C3C(=CC2)C=C(C(C)C)CC3)CCC1.C[C@]1(CN)C2[C@@](C)(C3C(=CC2)C=C(C(C)C)CC3)CCC1.C[C@]1(C(N)=O)C2[C@@](C)(C3C(=CC2)C=C(C(C)C)CC3)CCC1.CNC([C@@]1(C)C2[C@@](C)(C3C(=CC2)C=C(C(C)C)CC3)CCC1)=O.C[C@]1(CNC)C2[C@@](C)(C3C(=CC2)C=C(C(C)C)CC3)CCC1.C(N(CC)C([C@@]1(C)C2[C@@](C)(C3C(=CC2)C=C(C(C)C)CC3)CCC1)=O)C.C[C@]1(CN(CC)CC)C2[C@@](C)(C3C(=CC2)C=C(C(C)C)CC3)CCC1.CC(C1C=CC2C3(C)C(CCC=2C=1)C(CN)(C)CCC3)C.C[C@]1(CN)C2[C@@](C)(C3C(CC2)=CC(C(C)C)=CC=3)CCC1.C[C@]1(CNC(=O)C)C2[C@@](C)(C3C(CC2)=CC(C(C)C)=CC=3)CCC1.C[C@]1(CNC(=O)C(F)(F)F)C2[C@@](C)(C3C(CC2)=CC(C(C)C)=CC=3)CCC1.C[C@]1(CNC(=O)C(Br)(Br)Br)C2[C@@](C)(C3C(CC2)=CC(C(C)C)=CC=3)CCC1.C(C1C=C2C([C@]3(C)C(CC2)[C@@](CNC(=O)C2C=CC=CC=2)(C)CCC3)=CC=1)(C)C, predict the reaction product. The product is: [CH2:23]([NH:20][CH2:19][C@@:14]1([CH3:18])[CH:15]2[C@@:10]([CH3:21])([C:7]3[C:6]([CH2:17][CH2:16]2)=[CH:5][C:4]([CH:2]([CH3:1])[CH3:3])=[CH:9][CH:8]=3)[CH2:11][CH2:12][CH2:13]1)[C:25]1[CH:38]=[CH:37][CH:36]=[CH:27][CH:26]=1.